From a dataset of Peptide-MHC class I binding affinity with 185,985 pairs from IEDB/IMGT. Regression. Given a peptide amino acid sequence and an MHC pseudo amino acid sequence, predict their binding affinity value. This is MHC class I binding data. (1) The peptide sequence is SALADIDPM. The MHC is H-2-Db with pseudo-sequence H-2-Db. The binding affinity (normalized) is 0.936. (2) The peptide sequence is FMHSAAPIT. The MHC is HLA-B40:01 with pseudo-sequence HLA-B40:01. The binding affinity (normalized) is 0.0847.